Dataset: hERG Central: cardiac toxicity at 1µM, 10µM, and general inhibition. Task: Predict hERG channel inhibition at various concentrations. (1) The molecule is Cc1cc(C)cc(NC(=S)N(CCN2CCCCC2)Cc2ccco2)c1. Results: hERG_inhib (hERG inhibition (general)): blocker. (2) The compound is Cc1cc(N2CCN(C(=O)c3cccs3)CC2)c(F)cc1[N+](=O)[O-]. Results: hERG_inhib (hERG inhibition (general)): blocker. (3) The drug is COc1ccc(Cl)cc1NC(=O)C1CCCN(c2cc(C)nc3ncnn23)C1. Results: hERG_inhib (hERG inhibition (general)): blocker.